Dataset: Full USPTO retrosynthesis dataset with 1.9M reactions from patents (1976-2016). Task: Predict the reactants needed to synthesize the given product. (1) Given the product [F:1][C:2]1[CH:10]=[CH:9][CH:8]=[C:7]([F:11])[C:3]=1[CH:4]=[O:5], predict the reactants needed to synthesize it. The reactants are: [F:1][C:2]1[CH:10]=[CH:9][CH:8]=[C:7]([F:11])[C:3]=1[C:4](O)=[O:5].FC1C=CC(CC(O)=O)=CC=1. (2) Given the product [NH2:8][C:9]1[CH2:10][C:11]([C:33](=[O:49])[N:34]([CH2:38][CH2:39][CH2:40][OH:41])[CH2:35][CH2:36][CH3:37])=[CH:12][C:13]2[CH:19]=[CH:18][C:17]([C:20]3[CH:21]=[CH:22][C:23]([CH2:26][C:27]([O:29][CH2:30][CH2:31][CH3:32])=[O:28])=[CH:24][CH:25]=3)=[CH:16][C:14]=2[N:15]=1, predict the reactants needed to synthesize it. The reactants are: C(OC([NH:8][C:9]1[CH2:10][C:11]([C:33](=[O:49])[N:34]([CH2:38][CH2:39][CH2:40][O:41][Si](C(C)(C)C)(C)C)[CH2:35][CH2:36][CH3:37])=[CH:12][C:13]2[CH:19]=[CH:18][C:17]([C:20]3[CH:25]=[CH:24][C:23]([CH2:26][C:27]([O:29][CH2:30][CH2:31][CH3:32])=[O:28])=[CH:22][CH:21]=3)=[CH:16][C:14]=2[N:15]=1)=O)(C)(C)C. (3) Given the product [NH:24]=[CH:20][NH:1][C:2]1[CH:7]=[CH:6][C:5]([CH2:8][CH2:9][C:10]2[N:11]=[C:12]([NH:15][C:16](=[O:18])[CH3:17])[S:13][CH:14]=2)=[CH:4][CH:3]=1, predict the reactants needed to synthesize it. The reactants are: [NH2:1][C:2]1[CH:7]=[CH:6][C:5]([CH2:8][CH2:9][C:10]2[N:11]=[C:12]([NH:15][C:16](=[O:18])[CH3:17])[S:13][CH:14]=2)=[CH:4][CH:3]=1.Cl.[CH:20](=[NH:24])OCC. (4) Given the product [C:27]([O-:29])(=[O:28])[CH3:23].[NH4+:12].[P:1]([O-:31])([O-:32])([O:3][CH2:4][C@@H:5]1[C@@H:9]([OH:10])[C@@H:8]([OH:11])[C@H:7]([N:12]2[CH:20]=[N:19][C:18]3[C:13]2=[N:14][CH:15]=[N:16][C:17]=3[C:21]2[CH:26]=[CH:25][CH:24]=[C:23]([C:27]([OH:29])=[O:28])[CH:22]=2)[O:6]1)=[O:2].[CH2:37]([NH+:39]([CH2:42][CH3:43])[CH2:40][CH3:41])[CH3:38], predict the reactants needed to synthesize it. The reactants are: [P:1]([O-:32])([O-:31])([O:3][CH2:4][C@@H:5]1[C@@H:9]([OH:10])[C@@H:8]([OH:11])[C@H:7]([N:12]2[CH:20]=[N:19][C:18]3[C:13]2=[N:14][CH:15]=[N:16][C:17]=3[C:21]2[CH:26]=[CH:25][CH:24]=[C:23]([C:27]([O:29]C)=[O:28])[CH:22]=2)[O:6]1)=[O:2].C(O)(=O)C.[CH2:37]([N:39]([CH2:42][CH3:43])[CH2:40][CH3:41])[CH3:38]. (5) Given the product [ClH:67].[NH2:8][CH2:9][C@H:10]1[CH2:15][CH2:14][C@H:13]([C:16]([NH:18][C@H:19]([C:50]([NH:52][C:53]2[CH:54]=[CH:55][C:56]([C:59]3[NH:60][C:61]([CH2:64][O:65][CH3:66])=[N:62][N:63]=3)=[CH:57][CH:58]=2)=[O:51])[CH2:20][C:21]2[CH:22]=[CH:23][C:24]([C:27]3[CH:32]=[CH:31][C:30]([C:33]([NH:35][CH:36]4[CH2:37][CH2:38][NH:39][CH2:40][CH2:41]4)=[O:34])=[CH:29][C:28]=3[CH3:49])=[CH:25][CH:26]=2)=[O:17])[CH2:12][CH2:11]1, predict the reactants needed to synthesize it. The reactants are: C(OC([NH:8][CH2:9][C@H:10]1[CH2:15][CH2:14][C@H:13]([C:16]([NH:18][C@H:19]([C:50]([NH:52][C:53]2[CH:58]=[CH:57][C:56]([C:59]3[NH:60][C:61]([CH2:64][O:65][CH3:66])=[N:62][N:63]=3)=[CH:55][CH:54]=2)=[O:51])[CH2:20][C:21]2[CH:26]=[CH:25][C:24]([C:27]3[CH:32]=[CH:31][C:30]([C:33]([NH:35][CH:36]4[CH2:41][CH2:40][N:39](C(OC(C)(C)C)=O)[CH2:38][CH2:37]4)=[O:34])=[CH:29][C:28]=3[CH3:49])=[CH:23][CH:22]=2)=[O:17])[CH2:12][CH2:11]1)=O)(C)(C)C.[ClH:67]. (6) Given the product [CH:36]1([C:42]2[N:47]3[N:48]=[CH:49][C:50]([C:51]4[NH:55][N:54]=[N:53][N:52]=4)=[C:46]3[N:45]=[CH:44][C:43]=2[C:56]2[CH:57]=[CH:58][C:59]([O:62][CH2:63][C:64]3[CH:69]=[CH:68][CH:67]=[C:66]([C:70]([F:73])([F:72])[F:71])[CH:65]=3)=[CH:60][CH:61]=2)[CH2:37][CH2:38][CH2:39][CH2:40][CH2:41]1, predict the reactants needed to synthesize it. The reactants are: C1(C2N3N=CC(C#N)=C3N=CC=2C2C=CC(OCC3C=CC=C(C(F)(F)F)C=3)=CC=2)CCCCC1.[CH:36]1([C:42]2[N:47]3[N:48]=[CH:49][C:50]([C:51]4[NH:55][N:54]=[N:53][N:52]=4)=[C:46]3[N:45]=[CH:44][C:43]=2[C:56]2[CH:61]=[CH:60][C:59]([O:62][CH2:63][C:64]3[CH:69]=[CH:68][CH:67]=[C:66]([C:70]([F:73])([F:72])[F:71])[CH:65]=3)=[CH:58][CH:57]=2)[CH2:41][CH2:40][CH2:39][CH2:38][CH2:37]1.N1C=NN=N1.